This data is from NCI-60 drug combinations with 297,098 pairs across 59 cell lines. The task is: Regression. Given two drug SMILES strings and cell line genomic features, predict the synergy score measuring deviation from expected non-interaction effect. (1) Drug 1: C1=CC(=CC=C1CCC2=CNC3=C2C(=O)NC(=N3)N)C(=O)NC(CCC(=O)O)C(=O)O. Drug 2: CN(C)C1=NC(=NC(=N1)N(C)C)N(C)C. Cell line: U251. Synergy scores: CSS=40.5, Synergy_ZIP=3.98, Synergy_Bliss=4.88, Synergy_Loewe=-28.3, Synergy_HSA=3.26. (2) Drug 1: CC1=C(C=C(C=C1)C(=O)NC2=CC(=CC(=C2)C(F)(F)F)N3C=C(N=C3)C)NC4=NC=CC(=N4)C5=CN=CC=C5. Drug 2: CC1=C2C(C(=O)C3(C(CC4C(C3C(C(C2(C)C)(CC1OC(=O)C(C(C5=CC=CC=C5)NC(=O)C6=CC=CC=C6)O)O)OC(=O)C7=CC=CC=C7)(CO4)OC(=O)C)O)C)OC(=O)C. Cell line: LOX IMVI. Synergy scores: CSS=47.0, Synergy_ZIP=8.01, Synergy_Bliss=4.62, Synergy_Loewe=-16.3, Synergy_HSA=3.54. (3) Drug 1: C1CN1C2=NC(=NC(=N2)N3CC3)N4CC4. Drug 2: COCCOC1=C(C=C2C(=C1)C(=NC=N2)NC3=CC=CC(=C3)C#C)OCCOC.Cl. Cell line: 786-0. Synergy scores: CSS=21.8, Synergy_ZIP=-2.03, Synergy_Bliss=-0.907, Synergy_Loewe=-13.7, Synergy_HSA=0.0454. (4) Drug 1: C1=NC2=C(N=C(N=C2N1C3C(C(C(O3)CO)O)O)F)N. Drug 2: COC1=NC(=NC2=C1N=CN2C3C(C(C(O3)CO)O)O)N. Cell line: MDA-MB-231. Synergy scores: CSS=-0.881, Synergy_ZIP=-1.33, Synergy_Bliss=1.14, Synergy_Loewe=-11.0, Synergy_HSA=-1.78.